Dataset: NCI-60 drug combinations with 297,098 pairs across 59 cell lines. Task: Regression. Given two drug SMILES strings and cell line genomic features, predict the synergy score measuring deviation from expected non-interaction effect. (1) Synergy scores: CSS=38.8, Synergy_ZIP=3.31, Synergy_Bliss=4.97, Synergy_Loewe=2.21, Synergy_HSA=6.15. Cell line: NCI-H522. Drug 2: C1=NC2=C(N1)C(=S)N=C(N2)N. Drug 1: CNC(=O)C1=CC=CC=C1SC2=CC3=C(C=C2)C(=NN3)C=CC4=CC=CC=N4. (2) Drug 1: CC1CCC2CC(C(=CC=CC=CC(CC(C(=O)C(C(C(=CC(C(=O)CC(OC(=O)C3CCCCN3C(=O)C(=O)C1(O2)O)C(C)CC4CCC(C(C4)OC)OCCO)C)C)O)OC)C)C)C)OC. Drug 2: CN(C(=O)NC(C=O)C(C(C(CO)O)O)O)N=O. Cell line: CCRF-CEM. Synergy scores: CSS=9.44, Synergy_ZIP=-4.27, Synergy_Bliss=-4.31, Synergy_Loewe=-23.7, Synergy_HSA=-5.87. (3) Drug 1: C1=C(C(=O)NC(=O)N1)F. Drug 2: C#CCC(CC1=CN=C2C(=N1)C(=NC(=N2)N)N)C3=CC=C(C=C3)C(=O)NC(CCC(=O)O)C(=O)O. Cell line: NCI-H460. Synergy scores: CSS=39.6, Synergy_ZIP=-4.05, Synergy_Bliss=-12.4, Synergy_Loewe=-12.2, Synergy_HSA=-12.2.